Dataset: Forward reaction prediction with 1.9M reactions from USPTO patents (1976-2016). Task: Predict the product of the given reaction. Given the reactants [NH2:1][C:2]1[CH:29]=[CH:28][CH:27]=[CH:26][C:3]=1[C:4]([NH:6][C:7]1[CH:12]=[C:11]([C:13]([F:16])([F:15])[F:14])[CH:10]=[C:9]([CH2:17][N:18]2[CH2:23][CH2:22][N:21]([CH2:24][CH3:25])[CH2:20][CH2:19]2)[CH:8]=1)=[O:5].[O:30]=[C:31]1[NH:36][CH:35]=[C:34]([CH:37]=O)[CH:33]=[CH:32]1.C12(CS(O)(=O)=O)C(C)(C)C(CC1)CC2=O, predict the reaction product. The product is: [CH2:24]([N:21]1[CH2:20][CH2:19][N:18]([CH2:17][C:9]2[CH:8]=[C:7]([N:6]3[C:4](=[O:5])[C:3]4[C:2](=[CH:29][CH:28]=[CH:27][CH:26]=4)[NH:1][CH:37]3[C:34]3[CH:33]=[CH:32][C:31](=[O:30])[NH:36][CH:35]=3)[CH:12]=[C:11]([C:13]([F:14])([F:15])[F:16])[CH:10]=2)[CH2:23][CH2:22]1)[CH3:25].